Dataset: Full USPTO retrosynthesis dataset with 1.9M reactions from patents (1976-2016). Task: Predict the reactants needed to synthesize the given product. (1) The reactants are: [CH3:1][C:2]1[N:7]=[C:6](/[C:8](=[N:10]/[O:11][CH2:12][C:13]#[C:14][C:15]2[CH:20]=[CH:19][N:18]=[C:17]([C:21]3[CH:26]=[CH:25][CH:24]=[C:23]([CH3:27])[N:22]=3)[N:16]=2)/[CH3:9])[CH:5]=[CH:4][CH:3]=1. Given the product [CH3:1][C:2]1[N:7]=[C:6](/[C:8](=[N:10]/[O:11][CH2:12][CH2:13][CH2:14][C:15]2[CH:20]=[CH:19][N:18]=[C:17]([C:21]3[CH:26]=[CH:25][CH:24]=[C:23]([CH3:27])[N:22]=3)[N:16]=2)/[CH3:9])[CH:5]=[CH:4][CH:3]=1, predict the reactants needed to synthesize it. (2) Given the product [CH2:33]([N:30]([CH2:31][CH3:32])[CH2:29][CH2:28][O:27][C:23]1[CH:24]=[C:25]2[C:20](=[CH:21][CH:22]=1)[NH:19][C:18]([C:12]1[C:11]3[C:15](=[CH:16][CH:17]=[C:9]([OH:8])[CH:10]=3)[NH:14][N:13]=1)=[CH:26]2)[CH3:34], predict the reactants needed to synthesize it. The reactants are: C([O:8][C:9]1[CH:10]=[C:11]2[C:15](=[CH:16][CH:17]=1)[NH:14][N:13]=[C:12]2[C:18]1[NH:19][C:20]2[C:25]([CH:26]=1)=[CH:24][C:23]([O:27][CH2:28][CH2:29][N:30]([CH2:33][CH3:34])[CH2:31][CH3:32])=[CH:22][CH:21]=2)C1C=CC=CC=1.C([O-])=O.[NH4+]. (3) Given the product [Cl:1][C:2]1[CH:7]=[C:6]([O:8][C:9]2[C:18]3[C:13](=[CH:14][CH:15]=[CH:16][CH:17]=3)[C:12]([NH:19][C:20](=[O:21])[O:22][C:23]([CH3:26])([CH3:25])[CH3:24])=[CH:11][CH:10]=2)[CH:5]=[CH:4][N:3]=1, predict the reactants needed to synthesize it. The reactants are: [Cl:1][C:2]1[CH:7]=[C:6]([O:8][C:9]2[C:18]3[C:13](=[CH:14][CH:15]=[CH:16][CH:17]=3)[C:12]([NH2:19])=[CH:11][CH:10]=2)[CH:5]=[CH:4][N:3]=1.[C:20](O[C:20]([O:22][C:23]([CH3:26])([CH3:25])[CH3:24])=[O:21])([O:22][C:23]([CH3:26])([CH3:25])[CH3:24])=[O:21]. (4) Given the product [Cl:15][C:2]1[CH:7]=[C:6]([C:8]([F:11])([F:10])[F:9])[N:5]=[C:4]([NH2:12])[N:3]=1, predict the reactants needed to synthesize it. The reactants are: O[C:2]1[CH:7]=[C:6]([C:8]([F:11])([F:10])[F:9])[N:5]=[C:4]([NH2:12])[N:3]=1.P(Cl)(Cl)([Cl:15])=O.CN(C)C1C=CC=CC=1.